Dataset: Catalyst prediction with 721,799 reactions and 888 catalyst types from USPTO. Task: Predict which catalyst facilitates the given reaction. (1) Reactant: [CH2:1]([O:8][C@@H:9]1[CH2:12][C@H:11]([N:13]2[C:17]3[CH:18]=[C:19]([F:22])[CH:20]=[CH:21][C:16]=3[N:15]=[C:14]2[C@@H:23]([NH2:25])[CH3:24])[CH2:10]1)[C:2]1[CH:7]=[CH:6][CH:5]=[CH:4][CH:3]=1.Cl[C:27]1[N:35]=[CH:34][N:33]=[C:32]2[C:28]=1[N:29]=[CH:30][N:31]2C1CCCCO1.CCN(C(C)C)C(C)C. Product: [CH2:1]([O:8][C@@H:9]1[CH2:12][C@H:11]([N:13]2[C:17]3[CH:18]=[C:19]([F:22])[CH:20]=[CH:21][C:16]=3[N:15]=[C:14]2[C@@H:23]([NH:25][C:27]2[N:35]=[CH:34][N:33]=[C:32]3[C:28]=2[N:29]=[CH:30][NH:31]3)[CH3:24])[CH2:10]1)[C:2]1[CH:3]=[CH:4][CH:5]=[CH:6][CH:7]=1. The catalyst class is: 41. (2) Reactant: [Li][CH2:2][CH2:3][CH2:4][CH3:5].CC1[O:8][CH:9]=[CH:10][CH:11]=1.C1[O:14]C1.[Cl-].[NH4+]. Product: [CH3:5][C:4]1[O:8][C:9]([CH2:10][CH2:11][OH:14])=[CH:2][CH:3]=1. The catalyst class is: 1. (3) Reactant: [Br:1][C:2]1[CH:3]=[C:4]([N+:12]([O-])=O)[C:5]([OH:11])=[C:6]([C:8](=[O:10])[CH3:9])[CH:7]=1.[NH4+].[Cl-]. Product: [NH2:12][C:4]1[C:5]([OH:11])=[C:6]([C:8](=[O:10])[CH3:9])[CH:7]=[C:2]([Br:1])[CH:3]=1. The catalyst class is: 314. (4) Reactant: Cl[C:2]1[N:7]2[N:8]=[C:9]([CH:11]3[CH2:16][CH2:15][N:14]([CH2:17][C:18]([O:20][CH2:21][CH3:22])=[O:19])[CH2:13][CH2:12]3)[N:10]=[C:6]2[CH:5]=[C:4]([C:23]2[CH:28]=[CH:27][C:26]([Cl:29])=[CH:25][C:24]=2[Cl:30])[N:3]=1.Cl.[NH2:32][C:33]1[C:38]([C:39](=[O:44])[C:40]([F:43])([F:42])[F:41])=[CH:37][CH:36]=[C:35]([NH:45][CH2:46][CH2:47][NH2:48])[N:34]=1.C(N(CC)C(C)C)(C)C. Product: [NH2:32][C:33]1[N:34]=[C:35]([NH:45][CH2:46][CH2:47][NH:48][C:2]2[N:7]3[N:8]=[C:9]([CH:11]4[CH2:16][CH2:15][N:14]([CH2:17][C:18]([O:20][CH2:21][CH3:22])=[O:19])[CH2:13][CH2:12]4)[N:10]=[C:6]3[CH:5]=[C:4]([C:23]3[CH:28]=[CH:27][C:26]([Cl:29])=[CH:25][C:24]=3[Cl:30])[N:3]=2)[CH:36]=[CH:37][C:38]=1[C:39](=[O:44])[C:40]([F:43])([F:41])[F:42]. The catalyst class is: 16. (5) Reactant: [Si]([O:8][CH2:9][C:10]1[CH:15]=[CH:14][CH:13]=[CH:12][C:11]=1[C:16]1[CH:17]=[CH:18][C:19]2[N:20]([CH:22]=[C:23]([C:25]3[CH:29]=[CH:28][O:27][CH:26]=3)[N:24]=2)[CH:21]=1)(C(C)(C)C)(C)C.[F-].C([N+](CCCC)(CCCC)CCCC)CCC. Product: [O:27]1[CH:28]=[CH:29][C:25]([C:23]2[N:24]=[C:19]3[CH:18]=[CH:17][C:16]([C:11]4[CH:12]=[CH:13][CH:14]=[CH:15][C:10]=4[CH2:9][OH:8])=[CH:21][N:20]3[CH:22]=2)=[CH:26]1. The catalyst class is: 7. (6) Reactant: [CH3:1][O:2][C:3]1[CH:4]=[N:5][C:6]([C:9](=O)[CH2:10][CH3:11])=[N:7][CH:8]=1.[CH2:13]([NH2:20])[C:14]1[CH:19]=[CH:18][CH:17]=[CH:16][CH:15]=1.C(O[BH-](OC(=O)C)OC(=O)C)(=O)C.[Na+].ClCCl. Product: [CH2:13]([NH:20][CH:9]([C:6]1[N:5]=[CH:4][C:3]([O:2][CH3:1])=[CH:8][N:7]=1)[CH2:10][CH3:11])[C:14]1[CH:19]=[CH:18][CH:17]=[CH:16][CH:15]=1. The catalyst class is: 26. (7) Reactant: Cl[C:2]1[N:7]=[C:6]([C:8]2[CH:13]=[CH:12][C:11]([NH:14][C:15](=[O:17])[CH3:16])=[CH:10][CH:9]=2)[CH:5]=[CH:4][N:3]=1.[O:18]1[CH2:23][CH2:22][N:21]([C:24]2[CH:30]=[CH:29][C:27]([NH2:28])=[CH:26][CH:25]=2)[CH2:20][CH2:19]1.C(O)CCC. Product: [N:21]1([C:24]2[CH:25]=[CH:26][C:27]([NH:28][C:2]3[N:7]=[C:6]([C:8]4[CH:13]=[CH:12][C:11]([NH:14][C:15](=[O:17])[CH3:16])=[CH:10][CH:9]=4)[CH:5]=[CH:4][N:3]=3)=[CH:29][CH:30]=2)[CH2:20][CH2:19][O:18][CH2:23][CH2:22]1. The catalyst class is: 121.